From a dataset of NCI-60 drug combinations with 297,098 pairs across 59 cell lines. Regression. Given two drug SMILES strings and cell line genomic features, predict the synergy score measuring deviation from expected non-interaction effect. (1) Drug 1: C1=CC(=CC=C1CCC2=CNC3=C2C(=O)NC(=N3)N)C(=O)NC(CCC(=O)O)C(=O)O. Drug 2: C1=CN(C=N1)CC(O)(P(=O)(O)O)P(=O)(O)O. Cell line: MALME-3M. Synergy scores: CSS=12.6, Synergy_ZIP=-4.76, Synergy_Bliss=-0.934, Synergy_Loewe=-4.27, Synergy_HSA=0.398. (2) Drug 1: C1=NC2=C(N=C(N=C2N1C3C(C(C(O3)CO)O)O)F)N. Drug 2: CCN(CC)CCCC(C)NC1=C2C=C(C=CC2=NC3=C1C=CC(=C3)Cl)OC. Cell line: OVCAR-8. Synergy scores: CSS=55.7, Synergy_ZIP=-9.33, Synergy_Bliss=-7.76, Synergy_Loewe=-9.32, Synergy_HSA=-4.29. (3) Drug 1: CCC1(CC2CC(C3=C(CCN(C2)C1)C4=CC=CC=C4N3)(C5=C(C=C6C(=C5)C78CCN9C7C(C=CC9)(C(C(C8N6C)(C(=O)OC)O)OC(=O)C)CC)OC)C(=O)OC)O.OS(=O)(=O)O. Drug 2: CC1=C2C(C(=O)C3(C(CC4C(C3C(C(C2(C)C)(CC1OC(=O)C(C(C5=CC=CC=C5)NC(=O)OC(C)(C)C)O)O)OC(=O)C6=CC=CC=C6)(CO4)OC(=O)C)O)C)O. Cell line: NCI/ADR-RES. Synergy scores: CSS=2.72, Synergy_ZIP=4.39, Synergy_Bliss=6.70, Synergy_Loewe=0.264, Synergy_HSA=0.794.